From a dataset of Catalyst prediction with 721,799 reactions and 888 catalyst types from USPTO. Predict which catalyst facilitates the given reaction. Reactant: [NH2:1][C:2]([NH2:4])=[S:3].[C:5]([C:7]1[CH:16]=[CH:15][C:10]([C:11](=O)[CH2:12]Br)=[CH:9][CH:8]=1)#[N:6].[OH-].[Na+].O. Product: [NH2:1][C:2]1[S:3][CH:12]=[C:11]([C:10]2[CH:15]=[CH:16][C:7]([C:5]#[N:6])=[CH:8][CH:9]=2)[N:4]=1. The catalyst class is: 8.